From a dataset of Full USPTO retrosynthesis dataset with 1.9M reactions from patents (1976-2016). Predict the reactants needed to synthesize the given product. (1) Given the product [Cl:1][C:2]1[CH:3]=[CH:4][C:5]([C:6]([N:8]2[C:16]3[C:11](=[CH:12][C:13]([NH:17][C:18]4[CH:29]=[CH:28][C:27]([CH:30]5[CH2:32][CH2:31]5)=[CH:26][C:19]=4[C:20]([OH:22])=[O:21])=[CH:14][CH:15]=3)[CH:10]=[CH:9]2)=[O:7])=[CH:33][CH:34]=1, predict the reactants needed to synthesize it. The reactants are: [Cl:1][C:2]1[CH:34]=[CH:33][C:5]([C:6]([N:8]2[C:16]3[C:11](=[CH:12][C:13]([NH:17][C:18]4[CH:29]=[CH:28][C:27]([CH:30]5[CH2:32][CH2:31]5)=[CH:26][C:19]=4[C:20]([O:22]CC=C)=[O:21])=[CH:14][CH:15]=3)[CH:10]=[CH:9]2)=[O:7])=[CH:4][CH:3]=1.C(OCC)(=O)C.Cl. (2) Given the product [NH2:1][C:2]1[C:7]([C:22]2[CH:21]=[C:20]3[C:25](=[CH:24][CH:23]=2)[N:17]([CH3:16])[N:18]=[CH:19]3)=[CH:6][C:5]([CH2:9][CH2:10][C:11]([O:13][CH3:14])=[O:12])=[C:4]([CH3:15])[CH:3]=1, predict the reactants needed to synthesize it. The reactants are: [NH2:1][C:2]1[C:7](Br)=[CH:6][C:5]([CH2:9][CH2:10][C:11]([O:13][CH3:14])=[O:12])=[C:4]([CH3:15])[CH:3]=1.[CH3:16][N:17]1[C:25]2[C:20](=[CH:21][C:22](B(O)O)=[CH:23][CH:24]=2)[CH:19]=[N:18]1.C(=O)([O-])[O-].[Cs+].[Cs+].O. (3) Given the product [C:1]([C:3]1[CH:8]=[CH:7][C:6]([C:9]2[CH:10]=[N:11][N:12]([C:15]3[CH:23]=[CH:22][C:18]([C:19]([NH:31][C@@H:29]([CH2:28][CH2:27][O:26][CH3:25])[CH3:30])=[O:20])=[CH:17][N:16]=3)[C:13]=2[OH:14])=[C:5]([CH3:24])[CH:4]=1)#[N:2], predict the reactants needed to synthesize it. The reactants are: [C:1]([C:3]1[CH:8]=[CH:7][C:6]([C:9]2[CH:10]=[N:11][N:12]([C:15]3[CH:23]=[CH:22][C:18]([C:19](O)=[O:20])=[CH:17][N:16]=3)[C:13]=2[OH:14])=[C:5]([CH3:24])[CH:4]=1)#[N:2].[CH3:25][O:26][CH2:27][CH2:28][C@H:29]([NH2:31])[CH3:30]. (4) Given the product [C:14]([NH:13][C:11]1[S:12][C:8]2[C:7]3[N:20]([C@H:22]4[CH2:23][CH2:24][C@H:25]([C:28]([O:30][CH2:31][CH3:32])=[O:29])[CH2:26][CH2:27]4)[N:21]=[C:4]([CH:1]4[CH2:3][CH2:2]4)[C:6]=3[CH2:18][CH2:17][C:9]=2[N:10]=1)(=[O:16])[CH3:15], predict the reactants needed to synthesize it. The reactants are: [CH:1]1([C:4]([CH:6]2[CH2:18][CH2:17][C:9]3[N:10]=[C:11]([NH:13][C:14](=[O:16])[CH3:15])[S:12][C:8]=3[C:7]2=O)=O)[CH2:3][CH2:2]1.[NH:20]([C@H:22]1[CH2:27][CH2:26][C@H:25]([C:28]([O:30][CH2:31][CH3:32])=[O:29])[CH2:24][CH2:23]1)[NH2:21]. (5) Given the product [CH3:41][C:40]1[CH:39]=[C:38]([CH3:42])[CH:37]=[C:36]([CH3:43])[C:35]=1[NH:32][C:33]([NH:1][C:2]1[C:3]([C:12]([NH:14][C@H:15]([C:22]([O:24][CH2:25][C:26]2[CH:31]=[CH:30][CH:29]=[CH:28][CH:27]=2)=[O:23])[CH2:16][C:17]([O:19][CH2:20][CH3:21])=[O:18])=[O:13])=[CH:4][C:5]2[C:10]([CH:11]=1)=[CH:9][CH:8]=[CH:7][CH:6]=2)=[O:34], predict the reactants needed to synthesize it. The reactants are: [NH2:1][C:2]1[C:3]([C:12]([NH:14][C@H:15]([C:22]([O:24][CH2:25][C:26]2[CH:31]=[CH:30][CH:29]=[CH:28][CH:27]=2)=[O:23])[CH2:16][C:17]([O:19][CH2:20][CH3:21])=[O:18])=[O:13])=[CH:4][C:5]2[C:10]([CH:11]=1)=[CH:9][CH:8]=[CH:7][CH:6]=2.[N:32]([C:35]1[C:40]([CH3:41])=[CH:39][C:38]([CH3:42])=[CH:37][C:36]=1[CH3:43])=[C:33]=[O:34]. (6) The reactants are: C[O:2][C:3]1[CH:8]=[CH:7][C:6]([C:9]2[CH:18]=[CH:17][C:16]3[C:11](=[CH:12][CH:13]=[CH:14][CH:15]=3)[CH:10]=2)=[CH:5][CH:4]=1.Cl.[NH+]1C=CC=CC=1. Given the product [CH:10]1[C:11]2[C:16](=[CH:15][CH:14]=[CH:13][CH:12]=2)[CH:17]=[CH:18][C:9]=1[C:6]1[CH:7]=[CH:8][C:3]([OH:2])=[CH:4][CH:5]=1, predict the reactants needed to synthesize it.